From a dataset of Full USPTO retrosynthesis dataset with 1.9M reactions from patents (1976-2016). Predict the reactants needed to synthesize the given product. (1) Given the product [C:25]1([C:19]2[CH:20]=[CH:21][CH:22]=[CH:23][CH:24]=2)[CH:26]=[CH:27][C:28]([C:29]([N:2]2[CH2:11][C@H:9]([OH:10])[CH2:8][C@H:3]2[CH2:4][C:5]([OH:7])=[O:6])=[O:30])=[CH:32][CH:33]=1, predict the reactants needed to synthesize it. The reactants are: Cl.[NH:2]1[CH2:11][C@H:9]([OH:10])[CH2:8][C@H:3]1[CH2:4][C:5]([OH:7])=[O:6].C(N(CC)CC)C.[C:19]1([C:25]2[CH:33]=[CH:32][C:28]([C:29](Cl)=[O:30])=[CH:27][CH:26]=2)[CH:24]=[CH:23][CH:22]=[CH:21][CH:20]=1. (2) Given the product [O:1]=[CH:2][C@@H:3]([NH:6][C:7](=[O:23])[O:8][CH2:9][CH:10]1[C:11]2[CH:12]=[CH:13][CH:14]=[CH:15][C:16]=2[C:17]2[C:22]1=[CH:21][CH:20]=[CH:19][CH:18]=2)[CH:4]=[CH2:5], predict the reactants needed to synthesize it. The reactants are: [OH:1][CH2:2][C@@H:3]([NH:6][C:7](=[O:23])[O:8][CH2:9][CH:10]1[C:22]2[CH:21]=[CH:20][CH:19]=[CH:18][C:17]=2[C:16]2[C:11]1=[CH:12][CH:13]=[CH:14][CH:15]=2)[CH:4]=[CH2:5].CC(OI1(OC(C)=O)(OC(C)=O)OC(=O)C2C=CC=CC1=2)=O.S([O-])([O-])(=O)=S.[Na+].[Na+]. (3) Given the product [CH3:1][O:2][C:3]([C@@H:5]1[CH2:9][C@@H:8]([S:10]([C:13]2[CH:18]=[CH:17][CH:16]=[CH:15][C:14]=2[C:19]([F:22])([F:21])[F:20])(=[O:11])=[O:12])[CH2:7][N:6]1[C:23]1[N:36]([CH:33]2[CH2:34][CH2:35][O:30][CH2:31][CH2:32]2)[N:37]=[C:25]([CH3:26])[CH:24]=1)=[O:4], predict the reactants needed to synthesize it. The reactants are: [CH3:1][O:2][C:3]([C@@H:5]1[CH2:9][C@@H:8]([S:10]([C:13]2[CH:18]=[CH:17][CH:16]=[CH:15][C:14]=2[C:19]([F:22])([F:21])[F:20])(=[O:12])=[O:11])[CH2:7][N:6]1[C:23](=S)[CH2:24][C:25](=O)[CH3:26])=[O:4].Cl.[O:30]1[CH2:35][CH2:34][CH:33]([NH:36][NH2:37])[CH2:32][CH2:31]1. (4) Given the product [CH3:9][O:8][C:3]1[CH:4]=[CH:5][CH:6]=[CH:7][C:2]=1[CH2:1][NH:12][CH3:11], predict the reactants needed to synthesize it. The reactants are: [CH:1](=O)[C:2]1[C:3]([O:8][CH3:9])=[CH:4][CH:5]=[CH:6][CH:7]=1.[CH3:11][NH2:12].C(O)(=O)C.[BH4-].[Na+]. (5) Given the product [CH3:18][O:17][CH2:16][CH2:15][N:4]1[CH2:5][CH2:6][N:1]([C:7]([O:9][C:10]([CH3:13])([CH3:12])[CH3:11])=[O:8])[CH2:2][CH2:3]1, predict the reactants needed to synthesize it. The reactants are: [N:1]1([C:7]([O:9][C:10]([CH3:13])([CH3:12])[CH3:11])=[O:8])[CH2:6][CH2:5][NH:4][CH2:3][CH2:2]1.Br[CH2:15][CH2:16][O:17][CH3:18]. (6) The reactants are: Cl[C:2]1[N:7]=[C:6]([C:8]([F:11])([F:10])[F:9])[C:5]([C:12]([N:14]2[CH2:19][CH2:18][S:17](=[O:21])(=[O:20])[CH2:16][CH2:15]2)=[O:13])=[CH:4][N:3]=1.O1CCCC1.O1CCCC1.Cl[Zn][CH2:34][C:35]1[CH:40]=[CH:39][CH:38]=[C:37]([Cl:41])[CH:36]=1. Given the product [Cl:41][C:37]1[CH:36]=[C:35]([CH:40]=[CH:39][CH:38]=1)[CH2:34][C:2]1[N:7]=[C:6]([C:8]([F:11])([F:10])[F:9])[C:5]([C:12]([N:14]2[CH2:19][CH2:18][S:17](=[O:21])(=[O:20])[CH2:16][CH2:15]2)=[O:13])=[CH:4][N:3]=1, predict the reactants needed to synthesize it. (7) Given the product [CH2:45]1[C:42]2([CH2:46][N:40]([C:37]3[CH:38]=[CH:39][C:34]([C:13]4[C:12]5[C:16](=[CH:17][CH:18]=[C:10]([C:8]([NH:7][C@@H:6]([CH:1]6[CH2:5][CH2:4][CH2:3][CH2:2]6)[C:20]6[CH:25]=[CH:24][CH:23]=[CH:22][N:21]=6)=[O:9])[CH:11]=5)[NH:15][N:14]=4)=[CH:35][CH:36]=3)[CH2:41]2)[CH2:43][O:44]1, predict the reactants needed to synthesize it. The reactants are: [CH:1]1([C@@H:6]([C:20]2[CH:25]=[CH:24][CH:23]=[CH:22][N:21]=2)[NH:7][C:8]([C:10]2[CH:11]=[C:12]3[C:16](=[CH:17][CH:18]=2)[NH:15][N:14]=[C:13]3I)=[O:9])[CH2:5][CH2:4][CH2:3][CH2:2]1.CC1(C)C(C)(C)OB([C:34]2[CH:39]=[CH:38][C:37]([N:40]3[CH2:46][C:42]4([CH2:45][O:44][CH2:43]4)[CH2:41]3)=[CH:36][CH:35]=2)O1.C([O-])([O-])=O.[Na+].[Na+]. (8) Given the product [O:2]=[C:3]1[NH:22][C:13]2[C:12](=[CH:21][CH:20]=[C:15]([C:16]([O:18][CH3:19])=[O:17])[CH:14]=2)[NH:11][CH:4]1[C:5]1[CH:10]=[CH:9][CH:8]=[CH:7][CH:6]=1, predict the reactants needed to synthesize it. The reactants are: C[O:2][C:3](=O)[CH:4]([NH:11][C:12]1[CH:21]=[CH:20][C:15]([C:16]([O:18][CH3:19])=[O:17])=[CH:14][C:13]=1[N+:22]([O-])=O)[C:5]1[CH:10]=[CH:9][CH:8]=[CH:7][CH:6]=1.[NH4+].[Cl-]. (9) The reactants are: [NH:1]1[C:5]([CH:6]2[CH2:11][CH2:10][CH2:9][NH:8][CH2:7]2)=[CH:4][CH:3]=[N:2]1.Cl[C:13]1[N:18]=[C:17]([NH:19][C:20]2[N:25]=[CH:24][C:23]3[N:26]=[C:27]([CH3:32])[N:28]([CH:29]([CH3:31])[CH3:30])[C:22]=3[CH:21]=2)[CH:16]=[CH:15][N:14]=1.C(=O)([O-])[O-].[K+].[K+].CN1CCCC1=O. Given the product [NH:1]1[C:5]([CH:6]2[CH2:11][CH2:10][CH2:9][N:8]([C:13]3[N:18]=[C:17]([NH:19][C:20]4[N:25]=[CH:24][C:23]5[N:26]=[C:27]([CH3:32])[N:28]([CH:29]([CH3:30])[CH3:31])[C:22]=5[CH:21]=4)[CH:16]=[CH:15][N:14]=3)[CH2:7]2)=[CH:4][CH:3]=[N:2]1, predict the reactants needed to synthesize it.